From a dataset of Reaction yield outcomes from USPTO patents with 853,638 reactions. Predict the reaction yield, written as a fraction of the theoretical maximum amount of product (1.0 means a 100% yield; for example, 0.34 means a 34% yield). (1) The reactants are [Cl:1][C:2]1[CH:3]=[C:4]([CH:8]=[CH:9][C:10]=1[OH:11])[C:5]([OH:7])=O.[NH:12]1[CH2:17][CH2:16][CH2:15][C@@H:14]2[C:18]3[CH:19]=[CH:20][CH:21]=[CH:22][C:23]=3[CH2:24][C@H:13]12.F[P-](F)(F)(F)(F)F.N1(OC(N(C)C)=[N+](C)C)C2N=CC=CC=2N=N1. No catalyst specified. The product is [Cl:1][C:2]1[CH:3]=[C:4]([C:5]([N:12]2[CH2:17][CH2:16][CH2:15][C@@H:14]3[C:18]4[CH:19]=[CH:20][CH:21]=[CH:22][C:23]=4[CH2:24][C@H:13]23)=[O:7])[CH:8]=[CH:9][C:10]=1[OH:11]. The yield is 0.320. (2) The reactants are Cl[C:2]1[N:7]=[C:6]([N:8]2[CH2:13][CH2:12][O:11][CH2:10][CH2:9]2)[N:5]=[C:4]([N:14]2[CH:19]3[CH2:20][CH2:21][CH:15]2[CH2:16][O:17][CH2:18]3)[N:3]=1.[NH2:22][C:23]1[CH:28]=[CH:27][C:26](B2OC(C)(C)C(C)(C)O2)=[CH:25][CH:24]=1.C([O-])([O-])=O.[Na+].[Na+]. The catalyst is C1C=CC([P]([Pd]([P](C2C=CC=CC=2)(C2C=CC=CC=2)C2C=CC=CC=2)([P](C2C=CC=CC=2)(C2C=CC=CC=2)C2C=CC=CC=2)[P](C2C=CC=CC=2)(C2C=CC=CC=2)C2C=CC=CC=2)(C2C=CC=CC=2)C2C=CC=CC=2)=CC=1.COCCOC. The product is [N:8]1([C:6]2[N:5]=[C:4]([N:14]3[CH:19]4[CH2:20][CH2:21][CH:15]3[CH2:16][O:17][CH2:18]4)[N:3]=[C:2]([C:26]3[CH:27]=[CH:28][C:23]([NH2:22])=[CH:24][CH:25]=3)[N:7]=2)[CH2:13][CH2:12][O:11][CH2:10][CH2:9]1. The yield is 0.760. (3) The reactants are [CH2:1]=[CH:2][CH:3]([OH:6])[CH:4]=[CH2:5].[F:7][CH2:8][CH:9]([NH2:12])[CH2:10][F:11].[N-]=C=O. The catalyst is ClCCCl.CO. The product is [F:7][CH2:8][CH:9]([N:12]1[CH2:5][CH2:4][C:3](=[O:6])[CH2:2][CH2:1]1)[CH2:10][F:11]. The yield is 0.380. (4) The reactants are [Cl:1][C:2]1[CH:7]=[CH:6][C:5]([C:8]([CH3:24])([CH3:23])[C:9]([NH:11][NH:12][C:13](=[S:22])[NH:14][C:15]2[CH:20]=[CH:19][C:18]([F:21])=[CH:17][CH:16]=2)=O)=[CH:4][C:3]=1[O:25][CH3:26].Cl. The catalyst is [OH-].[Na+]. The product is [Cl:1][C:2]1[CH:7]=[CH:6][C:5]([C:8]([C:9]2[N:14]([C:15]3[CH:20]=[CH:19][C:18]([F:21])=[CH:17][CH:16]=3)[C:13]([SH:22])=[N:12][N:11]=2)([CH3:24])[CH3:23])=[CH:4][C:3]=1[O:25][CH3:26]. The yield is 0.960. (5) The reactants are [S:1]1[C:5]2[CH:6]=[C:7]([N:10]3[CH2:14][C:13]([CH3:16])([CH3:15])[NH:12][C:11]3=[O:17])[CH:8]=[CH:9][C:4]=2[N:3]=[CH:2]1.I[C:19]1[CH:20]=[N:21][CH:22]=[CH:23][C:24]=1[CH3:25].N[C@@H]1CCCC[C@H]1N.P([O-])([O-])([O-])=O.[K+].[K+].[K+]. The catalyst is [Cu](I)I.O1CCOCC1. The product is [S:1]1[C:5]2[CH:6]=[C:7]([N:10]3[CH2:14][C:13]([CH3:15])([CH3:16])[N:12]([C:19]4[CH:20]=[N:21][CH:22]=[CH:23][C:24]=4[CH3:25])[C:11]3=[O:17])[CH:8]=[CH:9][C:4]=2[N:3]=[CH:2]1. The yield is 0.0480. (6) The reactants are Cl.[CH2:2]([O:9][C:10]1[CH:15]=[CH:14][N:13]([C:16]2[CH:24]=[C:23]3[C:19]([C:20]4[CH2:29][CH2:28][NH:27][CH:26]([CH3:30])[C:21]=4[N:22]3[CH3:25])=[CH:18][CH:17]=2)[C:12](=[O:31])[CH:11]=1)[C:3]1[CH:8]=[CH:7][CH:6]=[CH:5][CH:4]=1.C=O.[BH-](OC(C)=O)(OC(C)=O)O[C:36](C)=O.[Na+]. The catalyst is CO. The product is [CH2:2]([O:9][C:10]1[CH:15]=[CH:14][N:13]([C:16]2[CH:24]=[C:23]3[C:19]([C:20]4[CH2:29][CH2:28][N:27]([CH3:36])[CH:26]([CH3:30])[C:21]=4[N:22]3[CH3:25])=[CH:18][CH:17]=2)[C:12](=[O:31])[CH:11]=1)[C:3]1[CH:4]=[CH:5][CH:6]=[CH:7][CH:8]=1. The yield is 0.770. (7) The reactants are C([O:8][C@H:9]1[C@@:13]2([O:16][CH2:15][CH2:14]2)[C@H:12]([N:17]2[CH:22]=[CH:21][C:20](=[O:23])[NH:19][C:18]2=[O:24])[O:11][C@@H:10]1[CH2:25][O:26]CC1C=CC=CC=1)C1C=CC=CC=1. The catalyst is CO.[OH-].[OH-].[Pd+2]. The product is [OH:8][C@H:9]1[C@@:13]2([O:16][CH2:15][CH2:14]2)[C@H:12]([N:17]2[CH:22]=[CH:21][C:20](=[O:23])[NH:19][C:18]2=[O:24])[O:11][C@@H:10]1[CH2:25][OH:26]. The yield is 0.560. (8) The reactants are [CH2:1]([N:8]([CH2:24][C:25]1[CH:30]=[CH:29][CH:28]=[CH:27][CH:26]=1)[C@@H:9]1[C:15](=[O:16])[NH:14][C:13]2[CH:17]=[C:18]([F:21])[CH:19]=[CH:20][C:12]=2[O:11][C@@H:10]1[CH2:22][CH3:23])[C:2]1[CH:7]=[CH:6][CH:5]=[CH:4][CH:3]=1.O([CH2:39][C:40]([F:43])([F:42])[F:41])S(C(F)(F)F)(=O)=O.C(=O)([O-])[O-].[Cs+].[Cs+]. The catalyst is CN(C)C=O. The product is [CH2:24]([N:8]([CH2:1][C:2]1[CH:3]=[CH:4][CH:5]=[CH:6][CH:7]=1)[C@@H:9]1[C:15](=[O:16])[N:14]([CH2:39][C:40]([F:43])([F:42])[F:41])[C:13]2[CH:17]=[C:18]([F:21])[CH:19]=[CH:20][C:12]=2[O:11][C@@H:10]1[CH2:22][CH3:23])[C:25]1[CH:30]=[CH:29][CH:28]=[CH:27][CH:26]=1. The yield is 0.570.